Predict the reactants needed to synthesize the given product. From a dataset of Full USPTO retrosynthesis dataset with 1.9M reactions from patents (1976-2016). (1) Given the product [F:42][C:39]1[CH:40]=[CH:41][C:36]([CH2:35][NH:34][C:33]([C:31]2[CH:32]=[C:27]([C:24]3[CH2:23][C@@H:22]([C@H:19]4[CH2:18][O:17][C@H:16]([CH2:15][S:2][CH3:1])[CH2:21][O:20]4)[O:26][N:25]=3)[N:28]=[C:29]([CH3:46])[N:30]=2)=[O:45])=[CH:37][C:38]=1[O:43][CH3:44], predict the reactants needed to synthesize it. The reactants are: [CH3:1][S-:2].[Na+].CC1C=CC(S(O[CH2:15][C@@H:16]2[CH2:21][O:20][C@@H:19]([C@H:22]3[O:26][N:25]=[C:24]([C:27]4[CH:32]=[C:31]([C:33](=[O:45])[NH:34][CH2:35][C:36]5[CH:41]=[CH:40][C:39]([F:42])=[C:38]([O:43][CH3:44])[CH:37]=5)[N:30]=[C:29]([CH3:46])[N:28]=4)[CH2:23]3)[CH2:18][O:17]2)(=O)=O)=CC=1. (2) Given the product [Cl:1][C:2]1[C:11]2[C:6](=[CH:7][C:8]([O:14][CH2:22][CH2:21][CH2:20][N:15]3[CH:19]=[CH:18][N:17]=[N:16]3)=[C:9]([C:12]#[N:13])[CH:10]=2)[N:5]=[CH:4][CH:3]=1, predict the reactants needed to synthesize it. The reactants are: [Cl:1][C:2]1[C:11]2[C:6](=[CH:7][C:8]([OH:14])=[C:9]([C:12]#[N:13])[CH:10]=2)[N:5]=[CH:4][CH:3]=1.[N:15]1([CH2:20][CH2:21][CH2:22]O)[CH:19]=[CH:18][N:17]=[N:16]1.